From a dataset of Drug half-life prediction data from Obach et al.. Regression/Classification. Given a drug SMILES string, predict its absorption, distribution, metabolism, or excretion properties. Task type varies by dataset: regression for continuous measurements (e.g., permeability, clearance, half-life) or binary classification for categorical outcomes (e.g., BBB penetration, CYP inhibition). For this dataset (half_life_obach), we predict log10(half-life) (log10 of half-life in hours). (1) The molecule is COc1cccc2c1C(=O)c1c(O)c3c(c(O)c1C2=O)C[C@@](O)(C(=O)CO)C[C@@H]3O[C@H]1C[C@H](N)[C@H](O)[C@H](C)O1. The log10(half-life) is 1.51. (2) The drug is C[C@@H](O)[C@H]1C(=O)N2C(C(=O)O)=C(S[C@@H]3CN[C@H](C(=O)Nc4cccc(C(=O)O)c4)C3)[C@H](C)[C@H]12. The log10(half-life) is 0.580. (3) The molecule is COc1cccc(OC)c1C(=O)N[C@@H]1C(=O)N2[C@@H](C(=O)O)C(C)(C)S[C@H]12. The log10(half-life) is -0.190. (4) The compound is CN[C@@H]1[C@@H](O)[C@@H](O[C@@H]2[C@@H](O)[C@H](O[C@H]3OC(CN)=CC[C@H]3N)[C@@H](N)C[C@H]2N)OC[C@]1(C)O. The log10(half-life) is 0.380. (5) The molecule is CCCC(=O)N1CCCN(c2nc(N)c3cc(OC)c(OC)cc3n2)CC1. The log10(half-life) is 0.300. (6) The molecule is CCC(=O)O[C@]1(C(=O)SCF)[C@H](C)C[C@H]2[C@@H]3C[C@H](F)C4=CC(=O)C=C[C@]4(C)[C@@]3(F)[C@@H](O)C[C@@]21C. The log10(half-life) is 0.780. (7) The compound is CC1(C)C[C@@H]1C(=O)N/C(=C\CCCCSC[C@H](N)C(=O)O)C(=O)O. The log10(half-life) is -0.0700. (8) The molecule is COc1ccc2c3c1O[C@H]1C[C@@H](O)C=C[C@@]31CCN(C)C2. The log10(half-life) is 0.720. (9) The log10(half-life) is 0.200. The molecule is CN(C)CCN(Cc1cccs1)c1ccccn1. (10) The compound is C[C@@H](O)[C@H]1C(=O)N2C(C(=O)[O-])=C(SC3Cn4cnc[n+]4C3)[C@H](C)[C@H]12. The log10(half-life) is 0.0400.